From a dataset of NCI-60 drug combinations with 297,098 pairs across 59 cell lines. Regression. Given two drug SMILES strings and cell line genomic features, predict the synergy score measuring deviation from expected non-interaction effect. Drug 1: CCC1(CC2CC(C3=C(CCN(C2)C1)C4=CC=CC=C4N3)(C5=C(C=C6C(=C5)C78CCN9C7C(C=CC9)(C(C(C8N6C)(C(=O)OC)O)OC(=O)C)CC)OC)C(=O)OC)O.OS(=O)(=O)O. Drug 2: C1CN(P(=O)(OC1)NCCCl)CCCl. Cell line: 786-0. Synergy scores: CSS=-1.38, Synergy_ZIP=1.09, Synergy_Bliss=0.269, Synergy_Loewe=-1.71, Synergy_HSA=-1.89.